This data is from Peptide-MHC class I binding affinity with 185,985 pairs from IEDB/IMGT. The task is: Regression. Given a peptide amino acid sequence and an MHC pseudo amino acid sequence, predict their binding affinity value. This is MHC class I binding data. (1) The peptide sequence is AYISSEATTPV. The MHC is HLA-A02:01 with pseudo-sequence HLA-A02:01. The binding affinity (normalized) is 0.438. (2) The peptide sequence is ALMEITSRY. The MHC is HLA-A02:01 with pseudo-sequence HLA-A02:01. The binding affinity (normalized) is 0.220. (3) The peptide sequence is EYKKSLYKF. The MHC is HLA-B07:02 with pseudo-sequence HLA-B07:02. The binding affinity (normalized) is 0.0847. (4) The peptide sequence is NTIEELSGY. The MHC is HLA-B51:01 with pseudo-sequence HLA-B51:01. The binding affinity (normalized) is 0.0847. (5) The peptide sequence is GRKTPLLCF. The binding affinity (normalized) is 0.0847. The MHC is HLA-B35:01 with pseudo-sequence HLA-B35:01.